This data is from Forward reaction prediction with 1.9M reactions from USPTO patents (1976-2016). The task is: Predict the product of the given reaction. Given the reactants [C:1]([O:5][C:6]([N:8]1[CH2:13][CH2:12][CH:11]([C:14]2[CH:27]=[C:17]3[N:18]=[CH:19][C:20]([C:22]([O:24]CC)=[O:23])=[CH:21][N:16]3[N:15]=2)[CH2:10][CH2:9]1)=[O:7])([CH3:4])([CH3:3])[CH3:2].[OH-].[Na+].Cl, predict the reaction product. The product is: [C:1]([O:5][C:6]([N:8]1[CH2:13][CH2:12][CH:11]([C:14]2[CH:27]=[C:17]3[N:18]=[CH:19][C:20]([C:22]([OH:24])=[O:23])=[CH:21][N:16]3[N:15]=2)[CH2:10][CH2:9]1)=[O:7])([CH3:4])([CH3:2])[CH3:3].